Dataset: Full USPTO retrosynthesis dataset with 1.9M reactions from patents (1976-2016). Task: Predict the reactants needed to synthesize the given product. (1) Given the product [NH2:24][C:25]1[N:30]([CH3:31])[C:29](=[O:32])[C:28]([CH3:33])([CH3:34])[C@:27]([C:36]2[CH:41]=[C:40]([NH:44][C:45]3[C:52]([F:53])=[CH:51][C:48]([C:49]#[N:50])=[C:47]([F:54])[CH:46]=3)[CH:39]=[CH:38][C:37]=2[F:43])([CH3:35])[N:26]=1, predict the reactants needed to synthesize it. The reactants are: COC1C=CC(C([NH:24][C:25]2[N:30]([CH3:31])[C:29](=[O:32])[C:28]([CH3:34])([CH3:33])[C@:27]([C:36]3[CH:41]=[C:40](Br)[CH:39]=[CH:38][C:37]=3[F:43])([CH3:35])[N:26]=2)(C2C=CC(OC)=CC=2)C2C=CC=CC=2)=CC=1.[NH2:44][C:45]1[C:52]([F:53])=[CH:51][C:48]([C:49]#[N:50])=[C:47]([F:54])[CH:46]=1. (2) Given the product [C:46]([O:26][C:25](=[O:28])[NH:9][N:8]1[C:10](=[O:24])[C:11]2[C:12](=[C:13]([Cl:19])[C:14]([F:18])=[C:15]([F:17])[CH:16]=2)[N:20]([CH:21]2[CH2:22][CH2:23]2)[C:6]1=[O:7])([CH3:45])([CH3:47])[CH3:32], predict the reactants needed to synthesize it. The reactants are: C(O[C:6]([N:8]([C:10](=[O:24])[C:11]1[CH:16]=[C:15]([F:17])[C:14]([F:18])=[C:13]([Cl:19])[C:12]=1[NH:20][CH:21]1[CH2:23][CH2:22]1)[NH2:9])=[O:7])(C)(C)C.[C:25](=[O:28])([O-])[O-:26].[K+].[K+].Cl[C:32](Cl)(OC(=O)OC(Cl)(Cl)Cl)Cl.O1[CH2:47][CH2:46][CH2:45]C1. (3) Given the product [NH2:22][C:17]1[CH:18]=[CH:19][CH:20]=[CH:21][C:16]=1[N:8]([CH2:1][C:2]1[CH:3]=[CH:4][CH:5]=[CH:6][CH:7]=1)[C:9](=[O:15])[CH2:10][C:11]([O:13][CH3:14])=[O:12], predict the reactants needed to synthesize it. The reactants are: [CH2:1]([N:8]([C:16]1[CH:21]=[CH:20][CH:19]=[CH:18][C:17]=1[N+:22]([O-])=O)[C:9](=[O:15])[CH2:10][C:11]([O:13][CH3:14])=[O:12])[C:2]1[CH:7]=[CH:6][CH:5]=[CH:4][CH:3]=1.